From a dataset of Full USPTO retrosynthesis dataset with 1.9M reactions from patents (1976-2016). Predict the reactants needed to synthesize the given product. (1) Given the product [ClH:21].[F:1][C:2]1[C:7]([O:8][C:9]2[CH:14]=[CH:13][CH:12]=[CH:11][CH:10]=2)=[C:6]([F:15])[CH:5]=[CH:4][C:3]=1[CH:16]([NH:19][C:22]1[CH:27]=[CH:26][N:25]=[CH:24][CH:23]=1)[CH2:17][CH3:18], predict the reactants needed to synthesize it. The reactants are: [F:1][C:2]1[C:7]([O:8][C:9]2[CH:14]=[CH:13][CH:12]=[CH:11][CH:10]=2)=[C:6]([F:15])[CH:5]=[CH:4][C:3]=1[CH:16]([NH2:19])[CH2:17][CH3:18].Cl.[Cl:21][C:22]1[CH:27]=[CH:26][N:25]=[CH:24][CH:23]=1. (2) The reactants are: C(N(CC)C(C1C=C(C2C=NN(CCCO)C=2)C=CC=1NC1C(C(F)(F)F)=CN=C(NC2C=CC(CP(=O)(O)OCC)=CC=2OC)N=1)=O)C.[OH:50][CH2:51][CH2:52][CH2:53][N:54]1[CH:58]=[C:57]([C:59]2[N:64]=[C:63]([C:65](=[O:68])[NH:66][CH3:67])[C:62]([NH:69][C:70]3[C:75]([C:76]([F:79])([F:78])[F:77])=[CH:74][N:73]=[C:72]([NH:80][C:81]4[CH:95]=[CH:94][C:84]([CH2:85][P:86](=[O:93])([O:90]CC)[O:87][CH2:88][CH3:89])=[CH:83][C:82]=4[O:96][CH3:97])[N:71]=3)=[CH:61][CH:60]=2)[C:56]([O:98][CH3:99])=[N:55]1. Given the product [OH:50][CH2:51][CH2:52][CH2:53][N:54]1[CH:58]=[C:57]([C:59]2[N:64]=[C:63]([C:65](=[O:68])[NH:66][CH3:67])[C:62]([NH:69][C:70]3[C:75]([C:76]([F:77])([F:78])[F:79])=[CH:74][N:73]=[C:72]([NH:80][C:81]4[CH:95]=[CH:94][C:84]([CH2:85][P:86](=[O:90])([OH:93])[O:87][CH2:88][CH3:89])=[CH:83][C:82]=4[O:96][CH3:97])[N:71]=3)=[CH:61][CH:60]=2)[C:56]([O:98][CH3:99])=[N:55]1, predict the reactants needed to synthesize it. (3) Given the product [NH2:23][C:15]1[C:14]([O:26][CH3:27])=[C:13]([NH:12][C:10](=[O:11])[CH2:9][O:8][CH2:1][C:2]2[CH:3]=[CH:4][CH:5]=[CH:6][CH:7]=2)[CH:18]=[C:17]([C:19]([CH3:20])([CH3:21])[CH3:22])[CH:16]=1, predict the reactants needed to synthesize it. The reactants are: [CH2:1]([O:8][CH2:9][C:10]([NH:12][C:13]1[CH:18]=[C:17]([C:19]([CH3:22])([CH3:21])[CH3:20])[CH:16]=[C:15]([N+:23]([O-])=O)[C:14]=1[O:26][CH3:27])=[O:11])[C:2]1[CH:7]=[CH:6][CH:5]=[CH:4][CH:3]=1.[NH4+].[Cl-]. (4) Given the product [CH3:19][O:18][C:15]1[CH:16]=[CH:17][C:12]([C:9]([CH3:10])([CH3:11])[CH:2]=[CH:3][C:4]([O:6][CH2:7][CH3:8])=[O:5])=[CH:13][C:14]=1[N+:20]([O-:22])=[O:21], predict the reactants needed to synthesize it. The reactants are: O[CH:2]([C:9]([C:12]1[CH:17]=[CH:16][C:15]([O:18][CH3:19])=[C:14]([N+:20]([O-:22])=[O:21])[CH:13]=1)([CH3:11])[CH3:10])[CH2:3][C:4]([O:6][CH2:7][CH3:8])=[O:5].C(N(CC)CC)C.[Cl-].C1CCN2C(=NCCC2)CC1. (5) Given the product [C:30]([O-:32])(=[O:31])[CH3:29].[NH4+:12].[C:30]([OH:32])(=[O:31])[CH3:29].[Cl:36][C:34]1[CH:33]=[C:29]([CH:28]=[C:27]([Cl:26])[CH:35]=1)[C:30]([N:12]([CH2:11][C@H:10]([C:5]1[CH:6]=[CH:7][C:8]([Cl:9])=[C:3]([Cl:2])[CH:4]=1)[CH2:14][CH2:15][N:16]1[CH2:17][CH:18]([N:20]2[CH2:25][CH2:24][S:23][CH2:22][CH2:21]2)[CH2:19]1)[CH3:13])=[O:32], predict the reactants needed to synthesize it. The reactants are: Cl.[Cl:2][C:3]1[CH:4]=[C:5]([C@H:10]([CH2:14][CH2:15][N:16]2[CH2:19][CH:18]([N:20]3[CH2:25][CH2:24][S:23][CH2:22][CH2:21]3)[CH2:17]2)[CH2:11][NH:12][CH3:13])[CH:6]=[CH:7][C:8]=1[Cl:9].[Cl:26][C:27]1[CH:28]=[C:29]([CH:33]=[C:34]([Cl:36])[CH:35]=1)[C:30]([OH:32])=[O:31].CN(C(ON1N=NC2C=CC=CC1=2)=[N+](C)C)C.[B-](F)(F)(F)F.CCN(C(C)C)C(C)C.C([O-])(O)=O.[Na+]. (6) Given the product [C:1]12([CH2:11][O:12][C:13]3[C:22]([CH:24]4[CH2:26][CH2:25]4)=[CH:21][C:16]([C:17]([O:19][CH3:20])=[O:18])=[CH:15][N:14]=3)[CH2:10][CH:5]3[CH2:6][CH:7]([CH2:9][CH:3]([CH2:4]3)[CH2:2]1)[CH2:8]2, predict the reactants needed to synthesize it. The reactants are: [C:1]12([CH2:11][O:12][C:13]3[C:22](Cl)=[CH:21][C:16]([C:17]([O:19][CH3:20])=[O:18])=[CH:15][N:14]=3)[CH2:10][CH:5]3[CH2:6][CH:7]([CH2:9][CH:3]([CH2:4]3)[CH2:2]1)[CH2:8]2.[CH:24]1(B(O)O)[CH2:26][CH2:25]1.P([O-])([O-])([O-])=O.[K+].[K+].[K+].F[B-](F)(F)F.C1(P(C2CCCCC2)C2CCCCC2)CCCCC1.